This data is from Full USPTO retrosynthesis dataset with 1.9M reactions from patents (1976-2016). The task is: Predict the reactants needed to synthesize the given product. (1) Given the product [CH:1]1([CH:6]([C:14]2[CH:15]=[CH:16][C:17]([CH2:20][N:21]3[CH2:29][C:28]4[C:23](=[C:24]([F:32])[CH:25]=[CH:26][C:27]=4[F:31])[C:22]3=[O:33])=[CH:18][CH:19]=2)[C:7]([OH:9])=[O:8])[CH2:2][CH2:3][CH2:4][CH2:5]1, predict the reactants needed to synthesize it. The reactants are: [CH:1]1([CH:6]([C:14]2[CH:19]=[CH:18][C:17]([CH2:20][N:21]3[C:29](=O)[C:28]4[C:23](=[C:24]([F:32])[CH:25]=[CH:26][C:27]=4[F:31])[CH:22]3[OH:33])=[CH:16][CH:15]=2)[C:7]([O:9]C(C)(C)C)=[O:8])[CH2:5][CH2:4][CH2:3][CH2:2]1.FC(F)(F)C(O)=O.C([SiH](CC)CC)C. (2) Given the product [CH2:23]([NH:30][C:31]([C:33]1[S:37][C:36]([N:38]2[CH2:42][CH2:41][N:40]([CH2:12][C:13]3[CH:18]=[CH:17][CH:16]=[CH:15][C:14]=3[C:19]([F:22])([F:21])[F:20])[C:39]2=[O:43])=[N:35][C:34]=1[CH3:44])=[O:32])[C:24]1[CH:29]=[CH:28][CH:27]=[CH:26][CH:25]=1, predict the reactants needed to synthesize it. The reactants are: ClCC1C=CC(C#N)=CC=1.Br[CH2:12][C:13]1[CH:18]=[CH:17][CH:16]=[CH:15][C:14]=1[C:19]([F:22])([F:21])[F:20].[CH2:23]([NH:30][C:31]([C:33]1[S:37][C:36]([N:38]2[CH2:42][CH2:41][NH:40][C:39]2=[O:43])=[N:35][C:34]=1[CH3:44])=[O:32])[C:24]1[CH:29]=[CH:28][CH:27]=[CH:26][CH:25]=1. (3) Given the product [OH:29][C@@H:24]1[CH2:25][CH2:26][CH2:27][CH2:28][C@H:23]1[N:13]1[C:12](=[O:30])[C:11]2[C:16](=[C:17]3[CH:22]=[CH:21][CH:20]=[CH:19][C:18]3=[C:9]([CH2:8][C:5]3[CH:4]=[CH:3][C:2]([C:31]#[N:32])=[N:7][CH:6]=3)[CH:10]=2)[N:15]=[CH:14]1, predict the reactants needed to synthesize it. The reactants are: Cl[C:2]1[N:7]=[CH:6][C:5]([CH2:8][C:9]2[CH:10]=[C:11]3[C:16](=[C:17]4[CH:22]=[CH:21][CH:20]=[CH:19][C:18]=24)[N:15]=[CH:14][N:13]([C@@H:23]2[CH2:28][CH2:27][CH2:26][CH2:25][C@H:24]2[OH:29])[C:12]3=[O:30])=[CH:4][CH:3]=1.[CH3:31][N:32](C=O)C. (4) The reactants are: CN1CCOCC1.[OH:8][C@@H:9]1[CH2:13][CH2:12][CH2:11][C@H:10]1[O:14][C:15]1[CH:26]=[CH:25][C:18]([CH:19]=[C:20]([C:23]#[N:24])[C:21]#[N:22])=[CH:17][CH:16]=1.[C:27]([CH2:29][C:30]([NH2:32])=[S:31])#[N:28].Cl. Given the product [NH2:24][C:23]1[C:20]([C:21]#[N:22])=[C:19]([C:18]2[CH:25]=[CH:26][C:15]([O:14][C@@H:10]3[CH2:11][CH2:12][CH2:13][C@H:9]3[OH:8])=[CH:16][CH:17]=2)[C:29]([C:27]#[N:28])=[C:30]([SH:31])[N:32]=1, predict the reactants needed to synthesize it. (5) Given the product [Cl:12][C:13]1[CH:18]=[C:17]([Cl:19])[CH:16]=[CH:15][C:14]=1[C:20]1([C:38]2[CH:43]=[CH:42][C:41]([F:44])=[CH:40][CH:39]=2)[O:24][C:23]2[CH:25]=[C:26]([F:37])[C:27]([C:29]([N:31]3[CH2:36][CH2:35][S:34](=[O:9])[CH2:33][CH2:32]3)=[O:30])=[CH:28][C:22]=2[O:21]1, predict the reactants needed to synthesize it. The reactants are: ClC1C=CC=C(C(OO)=[O:9])C=1.[Cl:12][C:13]1[CH:18]=[C:17]([Cl:19])[CH:16]=[CH:15][C:14]=1[C:20]1([C:38]2[CH:43]=[CH:42][C:41]([F:44])=[CH:40][CH:39]=2)[O:24][C:23]2[CH:25]=[C:26]([F:37])[C:27]([C:29]([N:31]3[CH2:36][CH2:35][S:34][CH2:33][CH2:32]3)=[O:30])=[CH:28][C:22]=2[O:21]1. (6) Given the product [C:43]([OH:51])(=[O:50])[C@H:44]([CH2:46][C:47]([OH:49])=[O:48])[OH:45].[Cl:1][C:2]1[CH:3]=[C:4]([NH:16][C:17]2[C:26]3[C:21](=[CH:22][C:23]([O:38][CH2:39][CH3:40])=[C:24]([NH:27][C:28](=[O:37])/[CH:29]=[CH:30]/[C@H:31]4[CH2:35][CH2:34][CH2:33][N:32]4[CH3:36])[CH:25]=3)[N:20]=[CH:19][C:18]=2[C:41]#[N:42])[CH:5]=[CH:6][C:7]=1[O:8][CH2:9][C:10]1[CH:15]=[CH:14][CH:13]=[CH:12][N:11]=1, predict the reactants needed to synthesize it. The reactants are: [Cl:1][C:2]1[CH:3]=[C:4]([NH:16][C:17]2[C:26]3[C:21](=[CH:22][C:23]([O:38][CH2:39][CH3:40])=[C:24]([NH:27][C:28](=[O:37])/[CH:29]=[CH:30]/[C@H:31]4[CH2:35][CH2:34][CH2:33][N:32]4[CH3:36])[CH:25]=3)[N:20]=[CH:19][C:18]=2[C:41]#[N:42])[CH:5]=[CH:6][C:7]=1[O:8][CH2:9][C:10]1[CH:15]=[CH:14][CH:13]=[CH:12][N:11]=1.[C:43]([OH:51])(=[O:50])[C@H:44]([CH2:46][C:47]([OH:49])=[O:48])[OH:45]. (7) Given the product [C:15]([C@H:19]1[C:46](=[O:47])[N:45]2[CH2:48][C@@H:42]([CH2:43][C@H:44]2[C:49](=[O:50])[NH:51][C@:52]2([C:57](=[O:66])[NH:58][S:59]([C:62]3([CH3:65])[CH2:63][CH2:64]3)(=[O:60])=[O:61])[CH2:54][C@H:53]2[CH:55]=[CH2:56])[O:41][C:31]2=[N:32][C:33]3[CH:34]=[CH:35][CH:36]=[CH:37][C:38]=3[C:39]([O:1][CH2:2][C@H:3]3[CH2:7][CH2:6][N:5]([C:8]([O:10][C:11]([CH3:14])([CH3:13])[CH3:12])=[O:9])[CH2:4]3)=[C:30]2[CH2:29][CH2:28][CH2:27][CH2:26][CH2:25][C@@H:24]2[CH2:67][C@H:23]2[O:22][C:21](=[O:68])[NH:20]1)([CH3:16])([CH3:17])[CH3:18], predict the reactants needed to synthesize it. The reactants are: [OH:1][CH2:2][C@H:3]1[CH2:7][CH2:6][N:5]([C:8]([O:10][C:11]([CH3:14])([CH3:13])[CH3:12])=[O:9])[CH2:4]1.[C:15]([C@H:19]1[C:46](=[O:47])[N:45]2[CH2:48][C@@H:42]([CH2:43][C@H:44]2[C:49]([NH:51][C@:52]2([C:57](=[O:66])[NH:58][S:59]([C:62]3([CH3:65])[CH2:64][CH2:63]3)(=[O:61])=[O:60])[CH2:54][C@H:53]2[CH:55]=[CH2:56])=[O:50])[O:41][C:31]2=[N:32][C:33]3[CH:34]=[CH:35][CH:36]=[CH:37][C:38]=3[C:39](O)=[C:30]2[CH2:29][CH2:28][CH2:27][CH2:26][CH2:25][C@@H:24]2[CH2:67][C@H:23]2[O:22][C:21](=[O:68])[NH:20]1)([CH3:18])([CH3:17])[CH3:16].C1(P(C2C=CC=CC=2)C2C=CC=CC=2)C=CC=CC=1.